This data is from Experimental lipophilicity measurements (octanol/water distribution) for 4,200 compounds from AstraZeneca. The task is: Regression/Classification. Given a drug SMILES string, predict its absorption, distribution, metabolism, or excretion properties. Task type varies by dataset: regression for continuous measurements (e.g., permeability, clearance, half-life) or binary classification for categorical outcomes (e.g., BBB penetration, CYP inhibition). For this dataset (lipophilicity_astrazeneca), we predict Y. (1) The Y is 3.19 logD. The compound is O=C(Nc1ncc(F)s1)[C@H](CC1CCOCC1)c1ccc(S(=O)(=O)C2CC2)cc1. (2) The compound is Cn1ccc2c(-c3nc(CS(C)(=O)=O)cc(N4CCOCC4)n3)cccc21. The Y is 2.00 logD. (3) The compound is COc1cc2c(cc1-c1c(C)noc1C)ncc1[nH]c(=O)n([C@H](C)c3ccccn3)c12. The Y is 3.15 logD. (4) The compound is FC(F)c1nc2ccccc2n1-c1nc(N2CCOCC2)nc(N2CCOCC2)n1. The Y is 3.04 logD. (5) The compound is N#Cc1cccc(-c2ccc(C3(CNC(=O)Nc4cc(Cl)cc(Cl)c4)CCN(CC4CC4)CC3)cc2)c1. The Y is 3.37 logD. (6) The compound is CC(C)[N+](C)(CCOC(=O)C1c2ccccc2Oc2ccccc21)C(C)C. The Y is 0.200 logD. (7) The drug is COc1cc(Nc2nc(N[C@@H](C)c3ncc(F)cn3)nc(N3CCOCC3)c2Cl)n[nH]1. The Y is 2.85 logD. (8) The molecule is O=CN1CC=C(c2c(F)cc(N3C[C@H](COc4ccon4)OC3=O)cc2F)CC1. The Y is 2.01 logD. (9) The drug is CS(=O)(=O)c1ccc(N2CCN(C(=O)[C@@H]3CCCC[C@H]3C(=O)NCC#N)CC2)cc1. The Y is 0.670 logD.